From a dataset of Catalyst prediction with 721,799 reactions and 888 catalyst types from USPTO. Predict which catalyst facilitates the given reaction. (1) The catalyst class is: 538. Reactant: Br[C:2]1[CH:3]=[C:4]([O:17][CH2:18][C:19]([O:21][C:22]([CH3:25])([CH3:24])[CH3:23])=[O:20])[CH:5]=[C:6]([O:8][CH2:9][C:10]([O:12][C:13]([CH3:16])([CH3:15])[CH3:14])=[O:11])[CH:7]=1.C(NCC)C.C1C=CC(P(C2C=CC=CC=2)C2C=CC=CC=2)=CC=1.[CH3:50][Si:51]([C:54]#[CH:55])([CH3:53])[CH3:52]. Product: [CH3:50][Si:51]([C:54]#[C:55][C:2]1[CH:3]=[C:4]([O:17][CH2:18][C:19]([O:21][C:22]([CH3:25])([CH3:24])[CH3:23])=[O:20])[CH:5]=[C:6]([O:8][CH2:9][C:10]([O:12][C:13]([CH3:16])([CH3:15])[CH3:14])=[O:11])[CH:7]=1)([CH3:53])[CH3:52]. (2) Reactant: C([O:4][C@@H:5]1[CH:10]=[CH:9][C@@:8]([OH:17])([C:11]#[C:12][Si:13]([CH3:16])([CH3:15])[CH3:14])[CH2:7][O:6]1)(=O)C.C(=O)([O-])O.[Na+]. Product: [OH:6][CH2:7][C:8]1([C:11]#[C:12][Si:13]([CH3:14])([CH3:15])[CH3:16])[O:17][C@@H:5]([OH:4])[CH:10]=[CH:9]1. The catalyst class is: 10. (3) Product: [F:18][C:3]1[C:2]([F:1])=[CH:7][CH:6]=[CH:5][C:4]=1[O:8][C:9]1[CH:10]=[CH:11][C:12]([NH2:15])=[CH:13][CH:14]=1. The catalyst class is: 94. Reactant: [F:1][C:2]1[CH:7]=[CH:6][CH:5]=[C:4]([O:8][C:9]2[CH:14]=[CH:13][C:12]([N+:15]([O-])=O)=[CH:11][CH:10]=2)[C:3]=1[F:18].O.NN. (4) Reactant: [Si:1]([O:18][C@@H:19]1[CH2:35][C:34]2[C@@:22]([CH3:41])([CH:23]3[CH:31]([CH2:32][CH:33]=2)[CH:30]2[C@@:26]([CH3:40])([C@@H:27]([C:36](=O)[CH2:37][OH:38])[CH2:28][CH2:29]2)[CH2:25][CH2:24]3)[CH2:21][CH2:20]1)([C:14]([CH3:17])([CH3:16])[CH3:15])([C:8]1[CH:13]=[CH:12][CH:11]=[CH:10][CH:9]=1)[C:2]1[CH:7]=[CH:6][CH:5]=[CH:4][CH:3]=1.C(N(CC)CC)C.C1(P(=[C:68]=[C:69]=[O:70])(C2C=CC=CC=2)C2C=CC=CC=2)C=CC=CC=1. Product: [Si:1]([O:18][C@@H:19]1[CH2:20][C:21]2[C@@:22]([CH3:41])([CH:23]3[CH:31]([CH2:32][CH:33]=2)[CH:30]2[C@@:26]([CH3:40])([C@@H:27]([C:36]4[CH2:37][O:38][C:69](=[O:70])[CH:68]=4)[CH2:28][CH2:29]2)[CH2:25][CH2:24]3)[CH2:34][CH2:35]1)([C:14]([CH3:15])([CH3:16])[CH3:17])([C:8]1[CH:13]=[CH:12][CH:11]=[CH:10][CH:9]=1)[C:2]1[CH:7]=[CH:6][CH:5]=[CH:4][CH:3]=1. The catalyst class is: 11. (5) Reactant: [OH-].[K+].[F:3][C:4]1[CH:5]=[CH:6][C:7]2[N:8]([N:10]=[C:11]([C:24]3[CH:29]=[CH:28][CH:27]=[CH:26][CH:25]=3)[C:12]=2[CH2:13][C:14]2[N:19]=[C:18]([C:20]([O:22]C)=[O:21])[CH:17]=[CH:16][CH:15]=2)[CH:9]=1.Cl. Product: [F:3][C:4]1[CH:5]=[CH:6][C:7]2[N:8]([N:10]=[C:11]([C:24]3[CH:25]=[CH:26][CH:27]=[CH:28][CH:29]=3)[C:12]=2[CH2:13][C:14]2[N:19]=[C:18]([C:20]([OH:22])=[O:21])[CH:17]=[CH:16][CH:15]=2)[CH:9]=1. The catalyst class is: 5.